From a dataset of NCI-60 drug combinations with 297,098 pairs across 59 cell lines. Regression. Given two drug SMILES strings and cell line genomic features, predict the synergy score measuring deviation from expected non-interaction effect. (1) Drug 1: COC1=CC(=CC(=C1O)OC)C2C3C(COC3=O)C(C4=CC5=C(C=C24)OCO5)OC6C(C(C7C(O6)COC(O7)C8=CC=CS8)O)O. Drug 2: CC(C)NC(=O)C1=CC=C(C=C1)CNNC.Cl. Cell line: SK-MEL-28. Synergy scores: CSS=11.5, Synergy_ZIP=-1.34, Synergy_Bliss=6.97, Synergy_Loewe=-23.6, Synergy_HSA=1.50. (2) Drug 1: CC1=CC=C(C=C1)C2=CC(=NN2C3=CC=C(C=C3)S(=O)(=O)N)C(F)(F)F. Drug 2: CC1=C(C=C(C=C1)C(=O)NC2=CC(=CC(=C2)C(F)(F)F)N3C=C(N=C3)C)NC4=NC=CC(=N4)C5=CN=CC=C5. Cell line: RPMI-8226. Synergy scores: CSS=1.54, Synergy_ZIP=0.662, Synergy_Bliss=1.66, Synergy_Loewe=1.02, Synergy_HSA=-1.14. (3) Drug 1: CC1=C(C=C(C=C1)NC2=NC=CC(=N2)N(C)C3=CC4=NN(C(=C4C=C3)C)C)S(=O)(=O)N.Cl. Drug 2: C1=C(C(=O)NC(=O)N1)N(CCCl)CCCl. Cell line: SN12C. Synergy scores: CSS=41.6, Synergy_ZIP=5.75, Synergy_Bliss=7.56, Synergy_Loewe=8.06, Synergy_HSA=8.59. (4) Drug 1: CN(C)C1=NC(=NC(=N1)N(C)C)N(C)C. Cell line: NCIH23. Drug 2: CC=C1C(=O)NC(C(=O)OC2CC(=O)NC(C(=O)NC(CSSCCC=C2)C(=O)N1)C(C)C)C(C)C. Synergy scores: CSS=47.3, Synergy_ZIP=-2.54, Synergy_Bliss=-3.19, Synergy_Loewe=-70.7, Synergy_HSA=-3.44. (5) Drug 1: CC1CCC2CC(C(=CC=CC=CC(CC(C(=O)C(C(C(=CC(C(=O)CC(OC(=O)C3CCCCN3C(=O)C(=O)C1(O2)O)C(C)CC4CCC(C(C4)OC)OCCO)C)C)O)OC)C)C)C)OC. Drug 2: CC1=C(C(=O)C2=C(C1=O)N3CC4C(C3(C2COC(=O)N)OC)N4)N. Cell line: UACC-257. Synergy scores: CSS=14.7, Synergy_ZIP=-3.02, Synergy_Bliss=1.00, Synergy_Loewe=-0.888, Synergy_HSA=0.213. (6) Drug 1: CC1=C(C(=CC=C1)Cl)NC(=O)C2=CN=C(S2)NC3=CC(=NC(=N3)C)N4CCN(CC4)CCO. Drug 2: COC1=C2C(=CC3=C1OC=C3)C=CC(=O)O2. Cell line: RXF 393. Synergy scores: CSS=8.50, Synergy_ZIP=-0.751, Synergy_Bliss=0.464, Synergy_Loewe=-8.23, Synergy_HSA=-0.666. (7) Drug 2: CC1=C2C(C(=O)C3(C(CC4C(C3C(C(C2(C)C)(CC1OC(=O)C(C(C5=CC=CC=C5)NC(=O)OC(C)(C)C)O)O)OC(=O)C6=CC=CC=C6)(CO4)OC(=O)C)O)C)O. Cell line: K-562. Drug 1: C1=C(C(=O)NC(=O)N1)N(CCCl)CCCl. Synergy scores: CSS=37.8, Synergy_ZIP=-10.6, Synergy_Bliss=-6.69, Synergy_Loewe=-9.95, Synergy_HSA=-5.89.